Dataset: Full USPTO retrosynthesis dataset with 1.9M reactions from patents (1976-2016). Task: Predict the reactants needed to synthesize the given product. (1) Given the product [CH3:1][C:2]1[CH:10]=[CH:9][C:8]([CH:11]2[CH2:16][CH2:15][CH2:14][N:13]([C:17]([C:19]3[S:23][C:22]([C:24]4[CH:29]=[CH:28][C:27]([C:30]([F:33])([F:31])[F:32])=[CH:26][CH:25]=4)=[N:21][C:20]=3[CH3:34])=[O:18])[CH2:12]2)=[CH:7][C:3]=1[C:4]([NH2:42])=[O:6], predict the reactants needed to synthesize it. The reactants are: [CH3:1][C:2]1[CH:10]=[CH:9][C:8]([C@H:11]2[CH2:16][CH2:15][CH2:14][N:13]([C:17]([C:19]3[S:23][C:22]([C:24]4[CH:29]=[CH:28][C:27]([C:30]([F:33])([F:32])[F:31])=[CH:26][CH:25]=4)=[N:21][C:20]=3[CH3:34])=[O:18])[CH2:12]2)=[CH:7][C:3]=1[C:4]([OH:6])=O.C(Cl)(=O)C(Cl)=O.C[N:42](C)C=O.N. (2) The reactants are: [CH3:1][C:2]1[CH:7]=[C:6]([S:8][CH3:9])[CH:5]=[CH:4][C:3]=1B(O)O.Br[C:14]1[N:15]=[CH:16][C:17]([NH2:20])=[N:18][CH:19]=1.COCCOC.C([O-])([O-])=O.[Na+].[Na+]. Given the product [CH3:1][C:2]1[CH:7]=[C:6]([S:8][CH3:9])[CH:5]=[CH:4][C:3]=1[C:14]1[N:15]=[CH:16][C:17]([NH2:20])=[N:18][CH:19]=1, predict the reactants needed to synthesize it. (3) Given the product [CH:1]1([CH2:4][O:5][C:6]2[CH:11]=[C:10]([O:12][CH3:13])[C:9]([F:14])=[CH:8][C:7]=2[C:15]2[C:16]3[N:23]([CH2:24][O:25][CH2:26][CH2:27][Si:28]([CH3:30])([CH3:29])[CH3:31])[C:22]([CH3:32])=[C:21]([C:33]([NH:36][CH:37]4[CH2:38][CH2:39][N:40]([C:43]([O:45][C:46]([CH3:49])([CH3:48])[CH3:47])=[O:44])[CH2:41][CH2:42]4)=[O:34])[C:17]=3[N:18]=[CH:19][N:20]=2)[CH2:2][CH2:3]1, predict the reactants needed to synthesize it. The reactants are: [CH:1]1([CH2:4][O:5][C:6]2[CH:11]=[C:10]([O:12][CH3:13])[C:9]([F:14])=[CH:8][C:7]=2[C:15]2[C:16]3[N:23]([CH2:24][O:25][CH2:26][CH2:27][Si:28]([CH3:31])([CH3:30])[CH3:29])[C:22]([CH3:32])=[C:21]([C:33](O)=[O:34])[C:17]=3[N:18]=[CH:19][N:20]=2)[CH2:3][CH2:2]1.[NH2:36][CH:37]1[CH2:42][CH2:41][N:40]([C:43]([O:45][C:46]([CH3:49])([CH3:48])[CH3:47])=[O:44])[CH2:39][CH2:38]1. (4) Given the product [CH2:1]([Si:4]1([O:28][CH:26]([CH3:27])[CH3:25])[N:8]([CH3:9])[C@@H:7]([CH3:10])[C@H:6]([C:11]2[CH:16]=[CH:15][CH:14]=[CH:13][CH:12]=2)[O:5]1)[CH:2]=[CH2:3], predict the reactants needed to synthesize it. The reactants are: [CH2:1]([Si:4]1(Cl)[N:8]([CH3:9])[C@@H:7]([CH3:10])[C@H:6]([C:11]2[CH:16]=[CH:15][CH:14]=[CH:13][CH:12]=2)[O:5]1)[CH:2]=[CH2:3].C(N(CC)CC)C.[CH3:25][CH:26]([OH:28])[CH3:27]. (5) Given the product [CH3:24][O:25][C:26](=[O:35])[C:27]1[CH:28]=[C:29]([NH2:34])[CH:30]=[C:31]([N:33]2[C:11]([CH3:12])=[CH:10][CH:9]=[C:8]2[C:6]2[CH:7]=[C:2]([CH3:1])[CH:3]=[CH:4][C:5]=2[O:15][CH2:16][C:17]2[CH:22]=[CH:21][C:20]([F:23])=[CH:19][CH:18]=2)[CH:32]=1, predict the reactants needed to synthesize it. The reactants are: [CH3:1][C:2]1[CH:3]=[CH:4][C:5]([O:15][CH2:16][C:17]2[CH:22]=[CH:21][C:20]([F:23])=[CH:19][CH:18]=2)=[C:6]([C:8](=O)[CH2:9][CH2:10][C:11](=O)[CH3:12])[CH:7]=1.[CH3:24][O:25][C:26](=[O:35])[C:27]1[CH:32]=[C:31]([NH2:33])[CH:30]=[C:29]([NH2:34])[CH:28]=1.CC1C=CC(S(O)(=O)=O)=CC=1. (6) The reactants are: [C:1]([C:4]1[S:8][C:7]([C:9]2[CH:10]=[C:11]([Cl:30])[C:12]3[O:16][CH:15]([CH2:17][NH:18][C:19](=[O:28])/[CH:20]=[CH:21]/[C:22]4[N:23]=[N:24][CH:25]=[CH:26][CH:27]=4)[CH2:14][C:13]=3[CH:29]=2)=[CH:6][CH:5]=1)(=[O:3])[CH3:2].[CH3:31][Mg+].[Br-].[NH4+].[Cl-]. Given the product [Cl:30][C:11]1[C:12]2[O:16][CH:15]([CH2:17][NH:18][C:19](=[O:28])/[CH:20]=[CH:21]/[C:22]3[N:23]=[N:24][CH:25]=[CH:26][CH:27]=3)[CH2:14][C:13]=2[CH:29]=[C:9]([C:7]2[S:8][C:4]([C:1]([OH:3])([CH3:31])[CH3:2])=[CH:5][CH:6]=2)[CH:10]=1, predict the reactants needed to synthesize it.